This data is from NCI-60 drug combinations with 297,098 pairs across 59 cell lines. The task is: Regression. Given two drug SMILES strings and cell line genomic features, predict the synergy score measuring deviation from expected non-interaction effect. (1) Drug 1: CC1CCC2CC(C(=CC=CC=CC(CC(C(=O)C(C(C(=CC(C(=O)CC(OC(=O)C3CCCCN3C(=O)C(=O)C1(O2)O)C(C)CC4CCC(C(C4)OC)OCCO)C)C)O)OC)C)C)C)OC. Drug 2: CC1C(C(CC(O1)OC2CC(OC(C2O)C)OC3=CC4=CC5=C(C(=O)C(C(C5)C(C(=O)C(C(C)O)O)OC)OC6CC(C(C(O6)C)O)OC7CC(C(C(O7)C)O)OC8CC(C(C(O8)C)O)(C)O)C(=C4C(=C3C)O)O)O)O. Cell line: CCRF-CEM. Synergy scores: CSS=48.5, Synergy_ZIP=-2.73, Synergy_Bliss=-0.118, Synergy_Loewe=-6.80, Synergy_HSA=-1.93. (2) Drug 1: C1=CC(=CC=C1CCC2=CNC3=C2C(=O)NC(=N3)N)C(=O)NC(CCC(=O)O)C(=O)O. Drug 2: CCC1(CC2CC(C3=C(CCN(C2)C1)C4=CC=CC=C4N3)(C5=C(C=C6C(=C5)C78CCN9C7C(C=CC9)(C(C(C8N6C=O)(C(=O)OC)O)OC(=O)C)CC)OC)C(=O)OC)O.OS(=O)(=O)O. Cell line: MDA-MB-231. Synergy scores: CSS=25.9, Synergy_ZIP=-6.68, Synergy_Bliss=1.32, Synergy_Loewe=2.16, Synergy_HSA=2.84. (3) Drug 1: CC1=C(C(CCC1)(C)C)C=CC(=CC=CC(=CC(=O)O)C)C. Drug 2: CCN(CC)CCCC(C)NC1=C2C=C(C=CC2=NC3=C1C=CC(=C3)Cl)OC. Cell line: HS 578T. Synergy scores: CSS=14.1, Synergy_ZIP=-5.88, Synergy_Bliss=-2.50, Synergy_Loewe=-4.30, Synergy_HSA=-1.68. (4) Drug 1: CCC1(CC2CC(C3=C(CCN(C2)C1)C4=CC=CC=C4N3)(C5=C(C=C6C(=C5)C78CCN9C7C(C=CC9)(C(C(C8N6C)(C(=O)OC)O)OC(=O)C)CC)OC)C(=O)OC)O.OS(=O)(=O)O. Drug 2: CC(C)CN1C=NC2=C1C3=CC=CC=C3N=C2N. Cell line: TK-10. Synergy scores: CSS=-3.13, Synergy_ZIP=1.19, Synergy_Bliss=-1.82, Synergy_Loewe=-2.19, Synergy_HSA=-3.91.